Regression. Given a peptide amino acid sequence and an MHC pseudo amino acid sequence, predict their binding affinity value. This is MHC class II binding data. From a dataset of Peptide-MHC class II binding affinity with 134,281 pairs from IEDB. The peptide sequence is VIPEGWKADTAYESK. The MHC is HLA-DPA10103-DPB10301 with pseudo-sequence HLA-DPA10103-DPB10301. The binding affinity (normalized) is 0.